This data is from M1 muscarinic receptor antagonist screen with 61,756 compounds. The task is: Binary Classification. Given a drug SMILES string, predict its activity (active/inactive) in a high-throughput screening assay against a specified biological target. (1) The compound is S(CCc1ncccc1)CCC(=O)Nc1sccn1. The result is 0 (inactive). (2) The compound is O=C(N1CCC(NC(=O)c2occc2)CC1)Nc1ccc(OC)cc1. The result is 0 (inactive). (3) The drug is N(c1ncnc2c1cccc2)c1cc(ccc1)C. The result is 0 (inactive). (4) The compound is O(c1n(c2c(n(c(=O)n(c2=O)C)C)n1)C)c1ccc(cc1)c1ccccc1. The result is 0 (inactive).